This data is from Catalyst prediction with 721,799 reactions and 888 catalyst types from USPTO. The task is: Predict which catalyst facilitates the given reaction. (1) Reactant: [Si]([O:8][C:9]1[CH:14]=[CH:13][C:12]([N:15]([C:50]2[CH:55]=[CH:54][CH:53]=[CH:52][CH:51]=2)[C:16]([C:18]2[CH:22]=[C:21]([CH3:23])[N:20]([C:24]3[CH:29]=[C:28]([C:30]([F:33])([F:32])[F:31])[CH:27]=[CH:26][C:25]=3[C:34]([N:36]3[C@H:45]([CH2:46][N:47]([CH3:49])[CH3:48])[CH2:44][C:43]4[C:38](=[CH:39][CH:40]=[CH:41][CH:42]=4)[CH2:37]3)=[O:35])[CH:19]=2)=[O:17])=[CH:11][CH:10]=1)(C(C)(C)C)(C)C.[OH-].[K+]. Product: [CH3:48][N:47]([CH2:46][C@@H:45]1[CH2:44][C:43]2[C:38](=[CH:39][CH:40]=[CH:41][CH:42]=2)[CH2:37][N:36]1[C:34]([C:25]1[CH:26]=[CH:27][C:28]([C:30]([F:31])([F:32])[F:33])=[CH:29][C:24]=1[N:20]1[C:21]([CH3:23])=[CH:22][C:18]([C:16]([N:15]([C:12]2[CH:11]=[CH:10][C:9]([OH:8])=[CH:14][CH:13]=2)[C:50]2[CH:51]=[CH:52][CH:53]=[CH:54][CH:55]=2)=[O:17])=[CH:19]1)=[O:35])[CH3:49]. The catalyst class is: 138. (2) The catalyst class is: 3. Product: [Cl:1][C:2]1[C:7]([O:8][CH3:9])=[CH:6][C:5]([O:10][CH3:11])=[C:4]([Cl:12])[C:3]=1[C:13]1[C:24](=[O:25])[N:23]([CH2:31][CH2:32][NH:33][C:34](=[O:40])[O:35][C:36]([CH3:39])([CH3:38])[CH3:37])[C:16]2[N:17]=[C:18]([S:21][CH3:22])[N:19]=[CH:20][C:15]=2[CH:14]=1. Reactant: [Cl:1][C:2]1[C:7]([O:8][CH3:9])=[CH:6][C:5]([O:10][CH3:11])=[C:4]([Cl:12])[C:3]=1[C:13]1[C:24](=[O:25])[NH:23][C:16]2[N:17]=[C:18]([S:21][CH3:22])[N:19]=[CH:20][C:15]=2[CH:14]=1.CS(O[CH2:31][CH2:32][NH:33][C:34](=[O:40])[O:35][C:36]([CH3:39])([CH3:38])[CH3:37])(=O)=O.C([O-])([O-])=O.[K+].[K+]. (3) Reactant: C(OC([NH:11][C@H:12]([C:16]([N:18]([CH3:35])[C@@H:19]([C@@H:31]([CH3:34])[CH2:32][CH3:33])[C@H:20]([O:29][CH3:30])[CH2:21][C:22]([O:24][C:25]([CH3:28])([CH3:27])[CH3:26])=[O:23])=[O:17])[CH:13]([CH3:15])[CH3:14])=O)C1C=CC=CC=1. Product: [CH3:30][O:29][C@@H:20]([C@@H:19]([N:18]([CH3:35])[C:16](=[O:17])[C@H:12]([CH:13]([CH3:15])[CH3:14])[NH2:11])[C@@H:31]([CH3:34])[CH2:32][CH3:33])[CH2:21][C:22]([O:24][C:25]([CH3:28])([CH3:26])[CH3:27])=[O:23]. The catalyst class is: 19. (4) Reactant: [CH2:1]([C:8]1([O:18][CH3:19])[CH2:17][CH2:16][C:11]2(OCC[O:12]2)[CH2:10][CH2:9]1)[C:2]1[CH:7]=[CH:6][CH:5]=[CH:4][CH:3]=1.O.O.C1(C)C=CC(S(O)(=O)=O)=CC=1. Product: [CH2:1]([C:8]1([O:18][CH3:19])[CH2:9][CH2:10][C:11](=[O:12])[CH2:16][CH2:17]1)[C:2]1[CH:7]=[CH:6][CH:5]=[CH:4][CH:3]=1. The catalyst class is: 21. (5) Reactant: C[C:2]1[C:10]2[N:6]([CH:7]=[C:8]([C:11]3[CH:16]=[CH:15][C:14](OC)=[CH:13][CH:12]=3)[CH:9]=2)[CH:5]=[CH:4][CH:3]=1.BrC[C:21]([C:23]1C=CC(OC)=C[CH:24]=1)=[O:22].[N:31]1[CH:36]=[CH:35][CH:34]=[C:33](C)[C:32]=1C.C(=O)([O-])[O-].[K+].[K+]. Product: [N:31]1([CH2:24][CH2:23][CH2:21][O:22][C:16]2[CH:15]=[CH:14][CH:13]=[CH:12][C:11]=2[C:8]2[CH:9]=[C:10]3[N:6]([CH:7]=2)[CH:5]=[CH:4][CH:3]=[CH:2]3)[CH2:32][CH2:33][CH2:34][CH2:35][CH2:36]1. The catalyst class is: 21. (6) Reactant: [CH3:1][O:2][C:3]1[CH:4]=[C:5]([CH2:9][C:10]([OH:12])=O)[CH:6]=[CH:7][CH:8]=1.C(N1C=CN=C1)(N1C=CN=C1)=O.[NH2:25][C:26]1[S:27][C:28]([N+:31]([O-:33])=[O:32])=[CH:29][N:30]=1. Product: [CH3:1][O:2][C:3]1[CH:4]=[C:5]([CH2:9][C:10]([NH:25][C:26]2[S:27][C:28]([N+:31]([O-:33])=[O:32])=[CH:29][N:30]=2)=[O:12])[CH:6]=[CH:7][CH:8]=1. The catalyst class is: 9. (7) Reactant: [S:1]1(=[O:9])(=[O:8])[CH2:7][CH2:6][NH:5][CH2:4][CH2:3][NH:2]1.[CH3:10][S:11](Cl)(=[O:13])=[O:12].C(N(CC)CC)C. Product: [CH3:10][S:11]([N:5]1[CH2:6][CH2:7][S:1](=[O:9])(=[O:8])[NH:2][CH2:3][CH2:4]1)(=[O:13])=[O:12]. The catalyst class is: 2. (8) Reactant: [F:1][C:2]1[CH:3]=[C:4](B(O)O)[CH:5]=[CH:6][CH:7]=1.[K+].[Br-].[O-]P([O-])([O-])=O.[K+].[K+].[K+].[C:21]([C:25]1[CH:26]=[CH:27][C:28](OS(C(F)(F)F)(=O)=O)=[C:29]([N+:31]([O-:33])=[O:32])[CH:30]=1)([CH3:24])([CH3:23])[CH3:22].[NH4+].[Cl-]. Product: [C:21]([C:25]1[CH:26]=[CH:27][C:28]([C:4]2[CH:5]=[CH:6][CH:7]=[C:2]([F:1])[CH:3]=2)=[C:29]([N+:31]([O-:33])=[O:32])[CH:30]=1)([CH3:24])([CH3:22])[CH3:23]. The catalyst class is: 77. (9) Reactant: C[Si](C)(C)[N-][Si](C)(C)C.[Li+].[CH3:11][O:12][C:13](=[O:24])[CH2:14][C:15]1[CH:20]=[CH:19][CH:18]=[C:17]([N+:21]([O-:23])=[O:22])[CH:16]=1.I[CH3:26].[Cl-].[NH4+]. Product: [N+:21]([C:17]1[CH:16]=[C:15]([CH:14]([CH3:26])[C:13]([O:12][CH3:11])=[O:24])[CH:20]=[CH:19][CH:18]=1)([O-:23])=[O:22]. The catalyst class is: 1. (10) Reactant: [CH3:1][O:2][C:3]1[CH:4]=[C:5]([CH:9]=[CH:10][C:11]([O:13][CH3:14])=[O:12])[CH:6]=[N:7][CH:8]=1.[H][H]. Product: [CH3:1][O:2][C:3]1[CH:4]=[C:5]([CH2:9][CH2:10][C:11]([O:13][CH3:14])=[O:12])[CH:6]=[N:7][CH:8]=1. The catalyst class is: 29.